From a dataset of Forward reaction prediction with 1.9M reactions from USPTO patents (1976-2016). Predict the product of the given reaction. Given the reactants [F:1][C:2]1[CH:7]=[CH:6][CH:5]=[CH:4][C:3]=1[SH:8].[H-].[Na+].[Cl:11][C:12]1[CH:17]=[CH:16][CH:15]=[C:14](Cl)[N:13]=1, predict the reaction product. The product is: [Cl:11][C:12]1[CH:17]=[CH:16][CH:15]=[C:14]([S:8][C:3]2[CH:4]=[CH:5][CH:6]=[CH:7][C:2]=2[F:1])[N:13]=1.